Dataset: Full USPTO retrosynthesis dataset with 1.9M reactions from patents (1976-2016). Task: Predict the reactants needed to synthesize the given product. (1) The reactants are: [NH:1]1[CH2:6][CH2:5][CH:4]([CH:7]2[CH2:11][CH2:10][CH2:9][N:8]2[C:12]([O:14][C:15]([CH3:18])([CH3:17])[CH3:16])=[O:13])[CH2:3][CH2:2]1.[H-].[Na+].I[CH:22]([CH3:24])[CH3:23]. Given the product [CH:22]([N:1]1[CH2:2][CH2:3][CH:4]([CH:7]2[CH2:11][CH2:10][CH2:9][N:8]2[C:12]([O:14][C:15]([CH3:18])([CH3:17])[CH3:16])=[O:13])[CH2:5][CH2:6]1)([CH3:24])[CH3:23], predict the reactants needed to synthesize it. (2) Given the product [C:30]1([N:29]2[C:25]([N:14]3[CH2:15][CH2:16][C:12]4([CH2:8][N:9]([C:17]([O:19][C:20]([CH3:23])([CH3:22])[CH3:21])=[O:18])[CH2:10][CH2:11]4)[CH2:13]3)=[N:26][N:27]=[N:28]2)[CH:31]=[CH:32][CH:33]=[CH:34][CH:35]=1, predict the reactants needed to synthesize it. The reactants are: CCN(CC)CC.[CH2:8]1[C:12]2([CH2:16][CH2:15][NH:14][CH2:13]2)[CH2:11][CH2:10][N:9]1[C:17]([O:19][C:20]([CH3:23])([CH3:22])[CH3:21])=[O:18].Cl[C:25]1[N:29]([C:30]2[CH:35]=[CH:34][CH:33]=[CH:32][CH:31]=2)[N:28]=[N:27][N:26]=1. (3) Given the product [F:1][C:2]1[CH:3]=[C:4]([CH:29]=[C:30]([N:32]2[CH2:37][CH2:36][O:35][CH2:34][CH2:33]2)[CH:31]=1)[C:5]([NH:7][C:8]1[C:17]2[C:12](=[CH:13][CH:14]=[CH:15][CH:16]=2)[C:11]([O:18][C:19]2[CH:24]=[CH:23][N:22]=[C:21]([NH:45][CH2:44][CH2:43][N:38]3[CH2:42][CH2:41][CH2:40][CH2:39]3)[N:20]=2)=[CH:10][CH:9]=1)=[O:6], predict the reactants needed to synthesize it. The reactants are: [F:1][C:2]1[CH:3]=[C:4]([CH:29]=[C:30]([N:32]2[CH2:37][CH2:36][O:35][CH2:34][CH2:33]2)[CH:31]=1)[C:5]([NH:7][C:8]1[C:17]2[C:12](=[CH:13][CH:14]=[CH:15][CH:16]=2)[C:11]([O:18][C:19]2[CH:24]=[CH:23][N:22]=[C:21](S(C)(=O)=O)[N:20]=2)=[CH:10][CH:9]=1)=[O:6].[N:38]1([CH2:43][CH2:44][NH2:45])[CH2:42][CH2:41][CH2:40][CH2:39]1.